This data is from Full USPTO retrosynthesis dataset with 1.9M reactions from patents (1976-2016). The task is: Predict the reactants needed to synthesize the given product. (1) Given the product [CH3:1][O:2][C:3]1[CH:4]=[C:5]2[C:10](=[CH:11][CH:12]=1)[C:9]([C:13]1[CH:22]=[CH:21][CH:20]=[CH:19][C:14]=1[C:15]([OH:17])=[O:16])=[CH:8][CH:7]=[CH:6]2, predict the reactants needed to synthesize it. The reactants are: [CH3:1][O:2][C:3]1[CH:4]=[C:5]2[C:10](=[CH:11][CH:12]=1)[C:9]([C:13]1[CH:22]=[CH:21][CH:20]=[CH:19][C:14]=1[C:15]([O:17]C)=[O:16])=[CH:8][CH:7]=[CH:6]2.[OH-].[Na+].Cl. (2) Given the product [CH3:8][C:4]1[CH:3]=[C:2]([C:13]2[S:9][CH:10]=[N:11][CH:12]=2)[CH:7]=[CH:6][N:5]=1, predict the reactants needed to synthesize it. The reactants are: Br[C:2]1[CH:7]=[CH:6][N:5]=[C:4]([CH3:8])[CH:3]=1.[S:9]1[C:13]([Sn](C)(C)C)=[CH:12][N:11]=[CH:10]1. (3) Given the product [O:2]1[C:1]([C:3]2[CH:8]=[C:7]([O:9][C:10]3[CH:19]=[C:18]4[C:13]([CH2:14][CH2:15][CH:16]([C:20]([NH:22][C:23]5[CH:24]=[C:25]([CH:35]=[C:36]([C:38]([F:41])([F:39])[F:40])[CH:37]=5)[CH2:26][NH:27][C:28](=[O:34])[O:29][C:30]([CH3:33])([CH3:32])[CH3:31])=[O:21])[CH2:17]4)=[CH:12][CH:11]=3)[CH:6]=[CH:5][N:4]=2)=[CH:50][N:48]=[CH:49]1, predict the reactants needed to synthesize it. The reactants are: [CH:1]([C:3]1[CH:8]=[C:7]([O:9][C:10]2[CH:19]=[C:18]3[C:13]([CH2:14][CH2:15][CH:16]([C:20]([NH:22][C:23]4[CH:24]=[C:25]([CH:35]=[C:36]([C:38]([F:41])([F:40])[F:39])[CH:37]=4)[CH2:26][NH:27][C:28](=[O:34])[O:29][C:30]([CH3:33])([CH3:32])[CH3:31])=[O:21])[CH2:17]3)=[CH:12][CH:11]=2)[CH:6]=[CH:5][N:4]=1)=[O:2].C(=O)([O-])[O-].[K+].[K+].[N+:48]([CH2:50]S(C1C=CC(C)=CC=1)(=O)=O)#[C-:49]. (4) Given the product [F:1][C:2]1[CH:3]=[C:4]([C:5]([N:29]2[CH2:34][CH2:33][O:32][CH2:31][CH2:30]2)=[O:7])[CH:8]=[CH:9][C:10]=1[C:11]1[S:12][C:13]2[C:18]([N:19]=1)=[CH:17][CH:16]=[C:15]([C:20]1([C:23]3[CH:24]=[CH:25][CH:26]=[CH:27][CH:28]=3)[CH2:22][CH2:21]1)[N:14]=2, predict the reactants needed to synthesize it. The reactants are: [F:1][C:2]1[CH:3]=[C:4]([CH:8]=[CH:9][C:10]=1[C:11]1[S:12][C:13]2[C:18]([N:19]=1)=[CH:17][CH:16]=[C:15]([C:20]1([C:23]3[CH:28]=[CH:27][CH:26]=[CH:25][CH:24]=3)[CH2:22][CH2:21]1)[N:14]=2)[C:5]([OH:7])=O.[NH:29]1[CH2:34][CH2:33][O:32][CH2:31][CH2:30]1. (5) Given the product [ClH:63].[NH2:5][C:6]1[N:13]=[CH:12][C:11](/[CH:19]=[CH:18]/[C:17]([N:16]([CH3:15])[CH2:21][C:22]2[N:23]([CH3:31])[C:24]3[C:29]([CH:30]=2)=[CH:28][CH:27]=[CH:26][CH:25]=3)=[O:20])=[CH:10][C:7]=1[C:8]#[N:9], predict the reactants needed to synthesize it. The reactants are: C(#N)CC.[NH2:5][C:6]1[N:13]=[CH:12][C:11](Br)=[CH:10][C:7]=1[C:8]#[N:9].[CH3:15][N:16]([CH2:21][C:22]1[N:23]([CH3:31])[C:24]2[C:29]([CH:30]=1)=[CH:28][CH:27]=[CH:26][CH:25]=2)[C:17](=[O:20])[CH:18]=[CH2:19].C(N(C(C)C)CC)(C)C.CC1C=CC=CC=1P(C1C=CC=CC=1C)C1C=CC=CC=1C.[ClH:63]. (6) Given the product [F:11][C:12]1[CH:13]=[C:14]([N+:19]([O-:21])=[O:20])[CH:15]=[CH:16][C:17]=1[O:10][C:5]1[CH:6]=[CH:7][CH:8]=[C:9]2[C:4]=1[CH:3]=[N:2][NH:1]2, predict the reactants needed to synthesize it. The reactants are: [NH:1]1[C:9]2[CH:8]=[CH:7][CH:6]=[C:5]([OH:10])[C:4]=2[CH:3]=[N:2]1.[F:11][C:12]1[CH:13]=[C:14]([N+:19]([O-:21])=[O:20])[CH:15]=[CH:16][C:17]=1F.C(=O)([O-])[O-].[K+].[K+]. (7) Given the product [F:18][CH:2]([F:1])[CH2:3][N:4]([C:5]1[CH:6]=[N:7][CH:8]=[CH:9][C:10]=1[C:11]1[CH:16]=[CH:15][CH:14]=[CH:13][C:12]=1[F:17])[C:26](=[O:27])[C:25]1[CH:29]=[C:30]([C:32]([F:35])([F:33])[F:34])[CH:31]=[C:23]([S:20]([CH3:19])(=[O:22])=[O:21])[CH:24]=1, predict the reactants needed to synthesize it. The reactants are: [F:1][CH:2]([F:18])[CH2:3][NH:4][C:5]1[CH:6]=[N:7][CH:8]=[CH:9][C:10]=1[C:11]1[CH:16]=[CH:15][CH:14]=[CH:13][C:12]=1[F:17].[CH3:19][S:20]([C:23]1[CH:24]=[C:25]([CH:29]=[C:30]([C:32]([F:35])([F:34])[F:33])[CH:31]=1)[C:26](O)=[O:27])(=[O:22])=[O:21].F[B-](F)(F)F.BrC1C=CC=C[N+]=1CC.C(N(CC)C(C)C)(C)C.